This data is from Reaction yield outcomes from USPTO patents with 853,638 reactions. The task is: Predict the reaction yield, written as a fraction of the theoretical maximum amount of product (1.0 means a 100% yield; for example, 0.34 means a 34% yield). The reactants are [CH3:1][S:2]([O:5][C:6]1[CH:11]=[CH:10][C:9]([CH2:12][CH2:13][S:14]C(=O)C)=[CH:8][CH:7]=1)(=[O:4])=[O:3].[H-].[H-].[H-].[H-].[Li+].[Al+3].O.[OH-].[Na+]. The catalyst is C1COCC1. The product is [SH:14][CH2:13][CH2:12][C:9]1[CH:8]=[CH:7][C:6]([O:5][S:2]([CH3:1])(=[O:4])=[O:3])=[CH:11][CH:10]=1. The yield is 0.949.